Predict which catalyst facilitates the given reaction. From a dataset of Catalyst prediction with 721,799 reactions and 888 catalyst types from USPTO. (1) Reactant: [CH2:1]([O:8][C:9]1[CH:18]=[C:17]2[C:12]([C:13](Cl)=[N:14][CH:15]=[N:16]2)=[CH:11][C:10]=1[O:20][CH3:21])[C:2]1[CH:7]=[CH:6][CH:5]=[CH:4][CH:3]=1.[Cl:22][C:23]1[CH:29]=[C:28]([F:30])[C:26]([NH2:27])=[C:25]([F:31])[CH:24]=1.[H-].[Na+]. Product: [CH2:1]([O:8][C:9]1[CH:18]=[C:17]2[C:12]([C:13]([NH:27][C:26]3[C:28]([F:30])=[CH:29][C:23]([Cl:22])=[CH:24][C:25]=3[F:31])=[N:14][CH:15]=[N:16]2)=[CH:11][C:10]=1[O:20][CH3:21])[C:2]1[CH:7]=[CH:6][CH:5]=[CH:4][CH:3]=1. The catalyst class is: 3. (2) Reactant: O[Li].O.[Cl:4][C:5]1[CH:18]=[CH:17][C:8]([O:9][CH2:10][CH2:11][C:12]([O:14]CC)=[O:13])=[C:7]([CH3:19])[CH:6]=1. Product: [Cl:4][C:5]1[CH:18]=[CH:17][C:8]([O:9][CH2:10][CH2:11][C:12]([OH:14])=[O:13])=[C:7]([CH3:19])[CH:6]=1. The catalyst class is: 90. (3) The catalyst class is: 510. Product: [CH3:1][O:2][C:3]([C:5]1[C:6]([OH:34])=[C:7]2[C:12](=[C:13]([C:40]3[CH:41]=[N:42][CH:43]=[CH:44][CH:45]=3)[N:14]=1)[N:11]([CH2:16][C:17]1[CH:22]=[CH:21][CH:20]=[CH:19][CH:18]=1)[C:10](=[O:23])[C:9]([C:24]1[CH:29]=[CH:28][CH:27]=[CH:26][C:25]=1[C:30]([F:33])([F:32])[F:31])=[CH:8]2)=[O:4]. Reactant: [CH3:1][O:2][C:3]([C:5]1[C:6]([OH:34])=[C:7]2[C:12](=[C:13](Br)[N:14]=1)[N:11]([CH2:16][C:17]1[CH:22]=[CH:21][CH:20]=[CH:19][CH:18]=1)[C:10](=[O:23])[C:9]([C:24]1[CH:29]=[CH:28][CH:27]=[CH:26][C:25]=1[C:30]([F:33])([F:32])[F:31])=[CH:8]2)=[O:4].C([Sn](CCCC)(CCCC)[C:40]1[CH:41]=[N:42][CH:43]=[CH:44][CH:45]=1)CCC.CCOC(C)=O.Cl. (4) Reactant: [Cl:1][C:2]1[CH:3]=[C:4]2[C:9](=[CH:10][C:11]=1[O:12][C:13]1[CH:21]=[CH:20][C:16]([C:17]([OH:19])=O)=[CH:15][CH:14]=1)[O:8][CH2:7][CH2:6][CH:5]2[C:22]([O:24][CH2:25][CH3:26])=[O:23].[F:27][C:28]1[CH:29]=[C:30]([N:35]2[CH:39]=[CH:38][C:37]([NH2:40])=[N:36]2)[CH:31]=[CH:32][C:33]=1[F:34].N1C2C(=NC=CC=2)N(O)N=1.Cl.CN(C)CCCN=C=NCC. Product: [Cl:1][C:2]1[CH:3]=[C:4]2[C:9](=[CH:10][C:11]=1[O:12][C:13]1[CH:14]=[CH:15][C:16]([C:17](=[O:19])[NH:40][C:37]3[CH:38]=[CH:39][N:35]([C:30]4[CH:31]=[CH:32][C:33]([F:34])=[C:28]([F:27])[CH:29]=4)[N:36]=3)=[CH:20][CH:21]=1)[O:8][CH2:7][CH2:6][CH:5]2[C:22]([O:24][CH2:25][CH3:26])=[O:23]. The catalyst class is: 31. (5) Reactant: [CH3:1][C:2]1[C:7]([CH3:8])=[CH:6][CH:5]=[CH:4][C:3]=1B(O)O.[F:12][C:13]1[CH:14]=[C:15]([CH:25]([NH:27][C:28]([C:30]2[N:31]=[C:32](Cl)[O:33][CH:34]=2)=[O:29])[CH3:26])[CH:16]=[C:17]([F:24])[C:18]=1[NH:19][S:20]([CH3:23])(=[O:22])=[O:21].C([O-])([O-])=O.[Cs+].[Cs+]. Product: [F:12][C:13]1[CH:14]=[C:15]([CH:25]([NH:27][C:28]([C:30]2[N:31]=[C:32]([C:3]3[CH:4]=[CH:5][CH:6]=[C:7]([CH3:8])[C:2]=3[CH3:1])[O:33][CH:34]=2)=[O:29])[CH3:26])[CH:16]=[C:17]([F:24])[C:18]=1[NH:19][S:20]([CH3:23])(=[O:22])=[O:21]. The catalyst class is: 235.